Dataset: Full USPTO retrosynthesis dataset with 1.9M reactions from patents (1976-2016). Task: Predict the reactants needed to synthesize the given product. (1) Given the product [Br:8][C:4]1[C:3]2[O:9][C:13]([SH:14])=[N:1][C:2]=2[CH:7]=[CH:6][N:5]=1, predict the reactants needed to synthesize it. The reactants are: [NH2:1][C:2]1[CH:7]=[CH:6][N:5]=[C:4]([Br:8])[C:3]=1[OH:9].CCO[C:13]([S-])=[S:14].[K+]. (2) Given the product [CH3:8][C:6]1([CH3:7])[C:5]2[C:9]3[CH:10]=[CH:11][CH:12]=[CH:13][C:14]=3[CH:15]=[CH:16][C:4]=2[N+:3]([CH2:24][CH2:17][CH2:18][CH2:19][S:20]([O-:23])(=[O:22])=[O:21])=[C:2]1[CH3:1], predict the reactants needed to synthesize it. The reactants are: [CH3:1][C:2]1[C:6]([CH3:8])([CH3:7])[C:5]2[C:9]3[C:14]([CH:15]=[CH:16][C:4]=2[N:3]=1)=[CH:13][CH:12]=[CH:11][CH:10]=3.[CH2:17]1[CH2:24][O:23][S:20](=[O:22])(=[O:21])[CH2:19][CH2:18]1. (3) Given the product [O:40]=[C:34]1[CH:33]([N:27]2[CH2:26][C:25]3[C:29](=[CH:30][CH:31]=[C:23]([CH2:22][NH:21][C:3](=[O:5])[C:2]([F:1])([F:14])[C:6]4[CH:11]=[CH:10][CH:9]=[C:8]([F:12])[C:7]=4[CH3:13])[CH:24]=3)[C:28]2=[O:32])[CH2:38][CH2:37][C:36](=[O:39])[NH:35]1, predict the reactants needed to synthesize it. The reactants are: [F:1][C:2]([F:14])([C:6]1[CH:11]=[CH:10][CH:9]=[C:8]([F:12])[C:7]=1[CH3:13])[C:3]([OH:5])=O.P(Cl)(Cl)(Cl)=O.Cl.[NH2:21][CH2:22][C:23]1[CH:24]=[C:25]2[C:29](=[CH:30][CH:31]=1)[C:28](=[O:32])[N:27]([CH:33]1[CH2:38][CH2:37][C:36](=[O:39])[NH:35][C:34]1=[O:40])[CH2:26]2.C(=O)(O)[O-].[Na+]. (4) The reactants are: [C:1]([CH:3]([C:5]1[CH:6]=[C:7]([CH:11]=[CH:12][CH:13]=1)[C:8]([OH:10])=[O:9])[CH3:4])#[N:2].[O:14](C(OC(C)(C)C)=O)[C:15]([O:17][C:18]([CH3:21])([CH3:20])[CH3:19])=O. Given the product [C:18]([O:17][C:15]([NH:2][CH2:1][CH:3]([C:5]1[CH:6]=[C:7]([CH:11]=[CH:12][CH:13]=1)[C:8]([OH:10])=[O:9])[CH3:4])=[O:14])([CH3:21])([CH3:20])[CH3:19], predict the reactants needed to synthesize it. (5) Given the product [CH2:30]([N:32]([CH2:49][CH3:50])[CH2:33]/[CH:34]=[CH:35]\[C:2]1[CH:7]=[C:6]([F:8])[CH:5]=[CH:4][C:3]=1[S:9]([NH:12][C:13]1[C:22]([C:23]([O:25][CH3:26])=[O:24])=[C:21]2[C:16]([C:17]3[CH:29]=[CH:28][O:27][C:18]=3[CH2:19][O:20]2)=[CH:15][CH:14]=1)(=[O:11])=[O:10])[CH3:31], predict the reactants needed to synthesize it. The reactants are: Br[C:2]1[CH:7]=[C:6]([F:8])[CH:5]=[CH:4][C:3]=1[S:9]([NH:12][C:13]1[C:22]([C:23]([O:25][CH3:26])=[O:24])=[C:21]2[C:16]([C:17]3[CH:29]=[CH:28][O:27][C:18]=3[CH2:19][O:20]2)=[CH:15][CH:14]=1)(=[O:11])=[O:10].[CH2:30]([N:32]([CH2:49][CH3:50])[CH2:33]/[CH:34]=[CH:35]\[Sn](CCCC)(CCCC)CCCC)[CH3:31].F[B-](F)(F)F.C([PH+](C(C)(C)C)C(C)(C)C)(C)(C)C. (6) Given the product [C:2]([NH:5][C:29](=[O:30])[CH:28]([C:19]1[C:20]2[C:25](=[CH:24][CH:23]=[CH:22][CH:21]=2)[C:26](=[O:27])[N:17]([NH:16][C:14](=[O:15])[CH2:13][C:10]2[CH:9]=[CH:8][C:7]([Cl:6])=[CH:12][CH:11]=2)[N:18]=1)[CH3:32])([CH3:4])([CH3:3])[CH3:1], predict the reactants needed to synthesize it. The reactants are: [CH3:1][C:2]([NH2:5])([CH3:4])[CH3:3].[Cl:6][C:7]1[CH:12]=[CH:11][C:10]([CH2:13][C:14]([NH:16][N:17]2[C:26](=[O:27])[C:25]3[C:20](=[CH:21][CH:22]=[CH:23][CH:24]=3)[C:19]([CH:28]([CH3:32])[C:29](O)=[O:30])=[N:18]2)=[O:15])=[CH:9][CH:8]=1.C(N(CC)CC)C.CCCP1(OP(CCC)(=O)OP(CCC)(=O)O1)=O. (7) Given the product [Cl:33][C:34]1[CH:35]=[C:36]([CH:37]=[CH:2][C:3]2[CH:11]=[C:10]([O:12][CH3:13])[CH:9]=[CH:8][C:4]=2[C:5]([OH:7])=[O:6])[CH:39]=[CH:40][CH:41]=1, predict the reactants needed to synthesize it. The reactants are: Br[CH2:2][C:3]1[CH:11]=[C:10]([O:12][CH3:13])[CH:9]=[CH:8][C:4]=1[C:5]([OH:7])=[O:6].C1(P(C2C=CC=CC=2)C2C=CC=CC=2)C=CC=CC=1.[Cl:33][C:34]1[CH:35]=[C:36]([CH:39]=[CH:40][CH:41]=1)[CH:37]=O.C[O-].[Na+]. (8) The reactants are: [Cl:1][C:2]1[CH:7]=[CH:6][C:5]([C:8]2[N:12]([C:13]3[CH:18]=[CH:17][C:16]([Cl:19])=[CH:15][C:14]=3[Cl:20])[N:11]=[C:10]([C:21]([NH2:23])=[O:22])[C:9]=2[CH3:24])=[CH:4][CH:3]=1.C[Si]([N-][Si](C)(C)C)(C)C.[Na+].Cl[C:36]([O:38][CH2:39][C:40]1[CH:45]=[CH:44][CH:43]=[CH:42][CH:41]=1)=[O:37].C([O-])(O)=O.[Na+]. Given the product [Cl:1][C:2]1[CH:3]=[CH:4][C:5]([C:8]2[N:12]([C:13]3[CH:18]=[CH:17][C:16]([Cl:19])=[CH:15][C:14]=3[Cl:20])[N:11]=[C:10]([C:21]([NH:23][C:36](=[O:37])[O:38][CH2:39][C:40]3[CH:45]=[CH:44][CH:43]=[CH:42][CH:41]=3)=[O:22])[C:9]=2[CH3:24])=[CH:6][CH:7]=1, predict the reactants needed to synthesize it. (9) Given the product [Br:12][C:7]1[C:2]([CH3:1])=[N:3][CH:4]=[C:5]([CH3:9])[C:6]=1[NH2:8], predict the reactants needed to synthesize it. The reactants are: [CH3:1][C:2]1[CH:7]=[C:6]([NH2:8])[C:5]([CH3:9])=[CH:4][N:3]=1.OO.[BrH:12]. (10) Given the product [C:43]([C:38]1[CH:39]=[C:40]2[C:35](=[CH:36][CH:37]=1)[C:34](=[O:47])[N:33]([C:7]1[CH:8]=[CH:9][CH:10]=[C:11]([C:12]3[CH:17]=[C:16]([NH:18][C:19]4[CH:24]=[CH:23][C:22]([CH2:25][NH:26][CH2:27][CH2:28][O:29][CH3:30])=[CH:21][N:20]=4)[C:15](=[O:31])[NH:14][CH:13]=3)[C:6]=1[CH2:5][OH:4])[CH2:42][CH2:41]2)([CH3:46])([CH3:44])[CH3:45], predict the reactants needed to synthesize it. The reactants are: C([O:4][CH2:5][C:6]1[C:11]([C:12]2[CH:17]=[C:16]([NH:18][C:19]3[CH:24]=[CH:23][C:22]([CH2:25][NH:26][CH2:27][CH2:28][O:29][CH3:30])=[CH:21][N:20]=3)[C:15](=[O:31])[N:14](C)[CH:13]=2)=[CH:10][CH:9]=[CH:8][C:7]=1[N:33]1[CH2:42][CH2:41][C:40]2[C:35](=[CH:36][CH:37]=[C:38]([C:43]([CH3:46])([CH3:45])[CH3:44])[CH:39]=2)[C:34]1=[O:47])(=O)C.[OH-].[Na+].CC(C)=O.